From a dataset of Catalyst prediction with 721,799 reactions and 888 catalyst types from USPTO. Predict which catalyst facilitates the given reaction. (1) Reactant: [CH3:1][CH2:2][C:3]1[O:11][C:10]2[CH:9]=[CH:8][CH:7]=[CH:6][C:5]=2[C:4]=1[C:12]([C:14]1[CH:15]=[C:16]([Br:22])[C:17]([OH:21])=[C:18]([Br:20])[CH:19]=1)=[O:13].C1COCC1.Cl[S:29]([C:32]1[CH:40]=[CH:39][C:35]([C:36]([OH:38])=[O:37])=[C:34]([OH:41])[CH:33]=1)(=[O:31])=[O:30]. Product: [Br:22][C:16]1[CH:15]=[C:14]([C:12]([C:4]2[C:5]3[CH:6]=[CH:7][CH:8]=[CH:9][C:10]=3[O:11][C:3]=2[CH2:2][CH3:1])=[O:13])[CH:19]=[C:18]([Br:20])[C:17]=1[O:21][S:29]([C:32]1[CH:40]=[CH:39][C:35]([C:36]([OH:38])=[O:37])=[C:34]([OH:41])[CH:33]=1)(=[O:31])=[O:30]. The catalyst class is: 250. (2) Reactant: [OH:1][C:2]1[N:3]=[C:4]([C:8]2[CH:13]=[CH:12][C:11]([C:14]([O:16]C)=[O:15])=[CH:10][CH:9]=2)[S:5][C:6]=1[CH3:7].Cl[CH2:19][C:20]([NH:22][CH2:23][CH2:24][CH2:25][CH2:26][CH2:27][CH3:28])=[O:21].C(=O)([O-])[O-].[K+].[K+].[I-].[K+].O.[OH-].[Li+]. Product: [CH2:23]([NH:22][C:20]([CH2:19][O:1][C:2]1[N:3]=[C:4]([C:8]2[CH:9]=[CH:10][C:11]([C:14]([OH:16])=[O:15])=[CH:12][CH:13]=2)[S:5][C:6]=1[CH3:7])=[O:21])[CH2:24][CH2:25][CH2:26][CH2:27][CH3:28]. The catalyst class is: 578. (3) Reactant: [Cl:1][C:2]1[CH:3]=[C:4]([CH:17]=[CH:18][C:19]=1[Cl:20])[C:5]([NH:7][CH2:8][C:9]([N:11]1[CH2:15][CH2:14][CH:13]([OH:16])[CH2:12]1)=[O:10])=[O:6].[CH3:21][S:22](Cl)(=[O:24])=[O:23]. Product: [Cl:1][C:2]1[CH:3]=[C:4]([CH:17]=[CH:18][C:19]=1[Cl:20])[C:5]([NH:7][CH2:8][C:9]([N:11]1[CH2:15][CH2:14][CH:13]([O:16][S:22]([CH3:21])(=[O:24])=[O:23])[CH2:12]1)=[O:10])=[O:6]. The catalyst class is: 17.